This data is from Full USPTO retrosynthesis dataset with 1.9M reactions from patents (1976-2016). The task is: Predict the reactants needed to synthesize the given product. (1) Given the product [CH3:24][O:25][CH2:26][C:27]([NH:15][C:12]1[CH:13]=[CH:14][C:9]([B:4]2[O:3][C:2]([CH3:16])([CH3:1])[C:6]([CH3:7])([CH3:8])[O:5]2)=[CH:10][CH:11]=1)=[O:28], predict the reactants needed to synthesize it. The reactants are: [CH3:1][C:2]1([CH3:16])[C:6]([CH3:8])([CH3:7])[O:5][B:4]([C:9]2[CH:14]=[CH:13][C:12]([NH2:15])=[CH:11][CH:10]=2)[O:3]1.C(N(CC)CC)C.[CH3:24][O:25][CH2:26][C:27](Cl)=[O:28]. (2) Given the product [Br:1][C:2]1[CH:10]=[CH:9][CH:8]=[C:7]2[C:3]=1[C:4]1([C:13]3[C:22](=[CH:21][C:16]4[O:17][CH2:18][CH2:19][O:20][C:15]=4[CH:14]=3)[O:23][CH2:25]1)[C:5](=[O:12])[N:6]2[CH3:11], predict the reactants needed to synthesize it. The reactants are: [Br:1][C:2]1[CH:10]=[CH:9][CH:8]=[C:7]2[C:3]=1[CH:4]([C:13]1[C:22]([OH:23])=[CH:21][C:16]3[O:17][CH2:18][CH2:19][O:20][C:15]=3[CH:14]=1)[C:5](=[O:12])[N:6]2[CH3:11].F[C:25]1C=C(O)C(C2C3C(=CC=CC=3)N(CC3C=CC(OC)=CC=3)C2=O)=CC=1C#N.